This data is from HIV replication inhibition screening data with 41,000+ compounds from the AIDS Antiviral Screen. The task is: Binary Classification. Given a drug SMILES string, predict its activity (active/inactive) in a high-throughput screening assay against a specified biological target. The result is 0 (inactive). The molecule is CC1=NC(=Cc2ccc([N+](=O)[O-])cc2)C(=O)O1.